Dataset: Experimentally validated miRNA-target interactions with 360,000+ pairs, plus equal number of negative samples. Task: Binary Classification. Given a miRNA mature sequence and a target amino acid sequence, predict their likelihood of interaction. (1) The miRNA is hsa-miR-6876-5p with sequence CAGGAAGGAGACAGGCAGUUCA. Result: 1 (interaction). The protein sequence of the target gene is MAAAAEGVLATRSDEPARDDAAVETAEEAKEPAEADITELCRDMFSKMATYLTGELTATSEDYKLLENMNKLTSLKYLEMKDIAINISRNLKDLNQKYAGLQPYLDQINVIEEQVAALEQAAYKLDAYSKKLEAKYKKLEKR. (2) The miRNA is hsa-miR-6888-3p with sequence AUCUGUCUCGAUUGUUUCCAG. The protein sequence of the target gene is MKSKKGLVAASGSDSEDEDSMDSPLDLSSSAASGKRRRRGNLPKESVQILRDWLYEHRYNAYPSEQEKALLSQQTHLSTLQVCNWFINARRRLLPDMLRKDGKDPNQFTISRRGAKISEASSIEAAMGIKNFMPTLEESPFHSCVVGPNPTLGRPVSPKPPSPGSILARPSVICHTTVTALKDGPFSLCQPIGVGQSTDVPQIAPSNFTDTSLVYPEDTCKSGPSPNPQSGLFNTPPPTPPDLNQDFSGFQLLVDVALKRAAEMELQAKLTA. Result: 0 (no interaction).